From a dataset of Forward reaction prediction with 1.9M reactions from USPTO patents (1976-2016). Predict the product of the given reaction. (1) Given the reactants C(O[C:4]([C:6]1N=C(CC)[S:9][C:10]=1[S:11][C:12]1[CH:17]=[CH:16]C=C[C:13]=1N)=[O:5])C.C1(C)C=CC(S(O)(=O)=O)=CC=1.[C:32]1([CH3:38])[CH:37]=[CH:36][CH:35]=[CH:34][CH:33]=1, predict the reaction product. The product is: [CH2:17]([C:12]1[S:11][C:10]2[S:9][C:33]3[CH:34]=[CH:35][CH:36]=[CH:37][C:32]=3[CH2:38][C:4](=[O:5])[C:6]=2[CH:13]=1)[CH3:16]. (2) The product is: [NH2:1][C:2]1[N:7]=[CH:6][N:5]=[C:4]2[N:8]([CH2:20][C:21]([O:23][C:24]([CH3:27])([CH3:26])[CH3:25])=[O:22])[N:9]=[C:10]([C:11]#[N:12])[C:3]=12. Given the reactants [NH2:1][C:2]1[N:7]=[CH:6][N:5]=[C:4]2[NH:8][N:9]=[C:10]([C:11]#[N:12])[C:3]=12.C(=O)([O-])[O-].[K+].[K+].Cl[CH2:20][C:21]([O:23][C:24]([CH3:27])([CH3:26])[CH3:25])=[O:22], predict the reaction product.